Dataset: Forward reaction prediction with 1.9M reactions from USPTO patents (1976-2016). Task: Predict the product of the given reaction. (1) Given the reactants Br[C:2]1[CH:3]=[C:4]([CH:8]([C:19]2[CH:24]=[CH:23][CH:22]=[CH:21][CH:20]=2)[CH2:9]/[C:10](/[C:13]2[CH:18]=[CH:17][N:16]=[CH:15][CH:14]=2)=[N:11]\[OH:12])[CH:5]=[CH:6][CH:7]=1.[CH3:25][S:26]([C:29]1[CH:30]=[C:31](B(O)O)[CH:32]=[CH:33][CH:34]=1)(=[O:28])=[O:27], predict the reaction product. The product is: [CH3:25][S:26]([C:29]1[CH:34]=[C:33]([C:2]2[CH:7]=[CH:6][CH:5]=[C:4]([CH:8]([C:19]3[CH:20]=[CH:21][CH:22]=[CH:23][CH:24]=3)[CH2:9]/[C:10](/[C:13]3[CH:14]=[CH:15][N:16]=[CH:17][CH:18]=3)=[N:11]\[OH:12])[CH:3]=2)[CH:32]=[CH:31][CH:30]=1)(=[O:28])=[O:27]. (2) Given the reactants [CH2:1]([N:8]1[CH2:13][C:12]([F:15])([F:14])[C:11]([OH:16])=[C:10](C(OCC)=O)[CH2:9]1)[C:2]1[CH:7]=[CH:6][CH:5]=[CH:4][CH:3]=1.[Li+].[Cl-].CS(C)=O, predict the reaction product. The product is: [CH2:1]([N:8]1[CH2:9][CH2:10][C:11](=[O:16])[C:12]([F:15])([F:14])[CH2:13]1)[C:2]1[CH:3]=[CH:4][CH:5]=[CH:6][CH:7]=1. (3) The product is: [N:24]1[CH:25]=[CH:26][CH:27]=[CH:28][C:23]=1[CH2:22][CH2:21][CH2:20][CH2:19][C:18]1[O:16][C:14]2[C:15]3[CH:7]([CH2:6][CH2:5][NH:4][C:1](=[O:3])[CH3:2])[CH2:8][CH2:9][C:10]=3[CH:11]=[CH:12][C:13]=2[N:17]=1. Given the reactants [C:1]([NH:4][CH2:5][CH2:6][CH:7]1[C:15]2[C:10](=[CH:11][CH:12]=[C:13]([NH:17][C:18](=O)[CH2:19][CH2:20][CH2:21][CH2:22][C:23]3[CH:28]=[CH:27][CH:26]=[CH:25][N:24]=3)[C:14]=2[OH:16])[CH2:9][CH2:8]1)(=[O:3])[CH3:2].C1(C)C=CC(S([O-])(=O)=O)=CC=1.[NH+]1C=CC=CC=1, predict the reaction product. (4) Given the reactants CS(O[CH2:6][CH2:7][C:8]1[CH:13]=[CH:12][C:11]([NH:14][C:15]2[N:24]=[CH:23][C:22]3[CH2:21][C@@H:20]([C:25]4[CH:30]=[CH:29][C:28]([F:31])=[CH:27][CH:26]=4)[C:19]4[CH:32]=[CH:33][CH:34]=[CH:35][C:18]=4[C:17]=3[N:16]=2)=[CH:10][CH:9]=1)(=O)=O.[NH:36]1[CH2:41][CH2:40][CH2:39][CH2:38][CH2:37]1, predict the reaction product. The product is: [F:31][C:28]1[CH:27]=[CH:26][C:25]([C@H:20]2[C:19]3[CH:32]=[CH:33][CH:34]=[CH:35][C:18]=3[C:17]3[N:16]=[C:15]([NH:14][C:11]4[CH:12]=[CH:13][C:8]([CH2:7][CH2:6][N:36]5[CH2:41][CH2:40][CH2:39][CH2:38][CH2:37]5)=[CH:9][CH:10]=4)[N:24]=[CH:23][C:22]=3[CH2:21]2)=[CH:30][CH:29]=1. (5) The product is: [C:20]([O:19][C:17]([NH:16][CH:6]([CH2:7][C:8]1[CH:13]=[C:12]([F:14])[CH:11]=[CH:10][C:9]=1[F:15])[CH2:5][C:4]([OH:24])=[O:3])=[O:18])([CH3:23])([CH3:21])[CH3:22]. Given the reactants C([O:3][C:4](=[O:24])[CH2:5][CH:6]([NH:16][C:17]([O:19][C:20]([CH3:23])([CH3:22])[CH3:21])=[O:18])[CH2:7][C:8]1[CH:13]=[C:12]([F:14])[CH:11]=[CH:10][C:9]=1[F:15])C.[Li+].[OH-].Cl, predict the reaction product. (6) Given the reactants [Cl:1][C:2]1[CH:3]=[C:4]2[C:9](=[CH:10][CH:11]=1)[N:8]=[C:7]([O:12][CH3:13])[C:6]([NH:14][C:15](=[O:19])OCC)=[N:5]2.[CH3:20][C:21]1[CH:26]=[CH:25][CH:24]=[CH:23][C:22]=1[N:27]1[CH2:32][CH2:31][NH:30][CH2:29][CH2:28]1, predict the reaction product. The product is: [Cl:1][C:2]1[CH:3]=[C:4]2[C:9](=[CH:10][CH:11]=1)[N:8]=[C:7]([O:12][CH3:13])[C:6]([NH:14][C:15]([N:30]1[CH2:31][CH2:32][N:27]([C:22]3[CH:23]=[CH:24][CH:25]=[CH:26][C:21]=3[CH3:20])[CH2:28][CH2:29]1)=[O:19])=[N:5]2. (7) Given the reactants [CH3:1][NH:2][C:3](=[O:5])[CH3:4].N1C(C)=CC=CC=1C.C(Cl)(=O)C(Cl)=O.[F:20][C:21]([F:57])([F:56])[CH:22]([C:49]1[CH:54]=[CH:53][N+:52]([O-])=[CH:51][CH:50]=1)[O:23][C:24]1[C:33]([N:34]([CH2:41][O:42][CH2:43][CH2:44][Si:45]([CH3:48])([CH3:47])[CH3:46])[S:35]([CH2:38][CH2:39][CH3:40])(=[O:37])=[O:36])=[N:32][C:31]2[C:26](=[CH:27][CH:28]=[CH:29][CH:30]=2)[N:25]=1.C(=O)(O)[O-].[Na+], predict the reaction product. The product is: [CH3:1][N:2]([C:53]1[CH:54]=[C:49]([CH:22]([O:23][C:24]2[C:33]([N:34]([CH2:41][O:42][CH2:43][CH2:44][Si:45]([CH3:47])([CH3:46])[CH3:48])[S:35]([CH2:38][CH2:39][CH3:40])(=[O:37])=[O:36])=[N:32][C:31]3[C:26](=[CH:27][CH:28]=[CH:29][CH:30]=3)[N:25]=2)[C:21]([F:20])([F:57])[F:56])[CH:50]=[CH:51][N:52]=1)[C:3](=[O:5])[CH3:4]. (8) Given the reactants FC(F)(F)C(O)=O.[F:8][C:9]1[C:14]([F:15])=[CH:13][CH:12]=[CH:11][C:10]=1[C@H:16]1[CH2:22][N:21]2[C:23]([C:26]3([C:29]([F:32])([F:31])[F:30])[CH2:28][CH2:27]3)=[N:24][N:25]=[C:20]2[C@H:19]([NH:33]C(=O)OC(C)(C)C)[CH2:18][CH2:17]1, predict the reaction product. The product is: [F:8][C:9]1[C:14]([F:15])=[CH:13][CH:12]=[CH:11][C:10]=1[C@H:16]1[CH2:22][N:21]2[C:23]([C:26]3([C:29]([F:32])([F:30])[F:31])[CH2:27][CH2:28]3)=[N:24][N:25]=[C:20]2[C@H:19]([NH2:33])[CH2:18][CH2:17]1. (9) Given the reactants [Br:1][C:2]1[CH:14]=[CH:13][C:12]2[C:11]3[C:6](=[CH:7][C:8]([Br:15])=[CH:9][CH:10]=3)[CH2:5][C:4]=2[CH:3]=1.Br[CH2:17][CH2:18][CH2:19][CH2:20][CH2:21][CH2:22][Br:23].[OH-].[K+], predict the reaction product. The product is: [Br:1][C:2]1[CH:14]=[CH:13][C:12]2[C:11]3[C:6](=[CH:7][C:8]([Br:15])=[CH:9][CH:10]=3)[C:5]([CH2:10][CH2:11][CH2:12][CH2:4][CH2:3][CH2:2][Br:1])([CH2:17][CH2:18][CH2:19][CH2:20][CH2:21][CH2:22][Br:23])[C:4]=2[CH:3]=1.